Dataset: Catalyst prediction with 721,799 reactions and 888 catalyst types from USPTO. Task: Predict which catalyst facilitates the given reaction. (1) Product: [NH:30]1[C:2]([CH2:1][O:4][C:5]2[CH:14]=[C:13]3[C:8]([C:9](=[O:25])[CH:10]=[C:11]([C:15]4[CH:20]=[CH:19][C:18]([O:21][CH3:22])=[C:17]([O:23][CH3:24])[CH:16]=4)[O:12]3)=[C:7]([O:26][CH3:27])[CH:6]=2)=[N:29][N:32]=[N:31]1. The catalyst class is: 3. Reactant: [CH2:1]([O:4][C:5]1[CH:14]=[C:13]2[C:8]([C:9](=[O:25])[CH:10]=[C:11]([C:15]3[CH:20]=[CH:19][C:18]([O:21][CH3:22])=[C:17]([O:23][CH3:24])[CH:16]=3)[O:12]2)=[C:7]([O:26][CH3:27])[CH:6]=1)[C:2]#C.[Cl-].[NH4+:29].[N-:30]=[N+:31]=[N-:32].[Na+]. (2) Reactant: B(Cl)(Cl)[Cl:2].[CH3:5][O:6][C:7]1[CH:8]=[CH:9][C:10]2[C:14]([C:15](=[O:31])[C:16]3[CH:21]=[CH:20][C:19]([O:22][CH2:23][CH2:24][N:25]4[CH2:30][CH2:29][CH2:28][CH2:27][CH2:26]4)=[CH:18][CH:17]=3)=[C:13]([C:32]3[CH:37]=[CH:36][C:35]([O:38][CH3:39])=[CH:34][CH:33]=3)[S:12][C:11]=2[CH:40]=1. Product: [ClH:2].[CH3:5][O:6][C:7]1[CH:8]=[CH:9][C:10]2[C:14]([C:15](=[O:31])[C:16]3[CH:17]=[CH:18][C:19]([O:22][CH2:23][CH2:24][N:25]4[CH2:26][CH2:27][CH2:28][CH2:29][CH2:30]4)=[CH:20][CH:21]=3)=[C:13]([C:32]3[CH:37]=[CH:36][C:35]([O:38][CH3:39])=[CH:34][CH:33]=3)[S:12][C:11]=2[CH:40]=1. The catalyst class is: 2. (3) Reactant: [F:1][C:2]([F:25])([F:24])[O:3][C:4]1[CH:5]=[C:6]([N:10]2[CH2:15][CH2:14][N:13]([C:16]3[CH:20]=[C:19]([C:21]([NH2:23])=O)[O:18][N:17]=3)[CH2:12][CH2:11]2)[CH:7]=[CH:8][CH:9]=1.CCN(C(C)C)C(C)C.C(OC(C(F)(F)F)=O)(C(F)(F)F)=O.[NH4+].[Cl-]. Product: [F:24][C:2]([F:1])([F:25])[O:3][C:4]1[CH:5]=[C:6]([N:10]2[CH2:11][CH2:12][N:13]([C:16]3[CH:20]=[C:19]([C:21]#[N:23])[O:18][N:17]=3)[CH2:14][CH2:15]2)[CH:7]=[CH:8][CH:9]=1. The catalyst class is: 2.